Dataset: Full USPTO retrosynthesis dataset with 1.9M reactions from patents (1976-2016). Task: Predict the reactants needed to synthesize the given product. (1) Given the product [Cl:15][CH2:9][C:8]([C:5]1[CH:6]=[CH:7][C:2]([Cl:1])=[CH:3][C:4]=1[F:11])=[O:10], predict the reactants needed to synthesize it. The reactants are: [Cl:1][C:2]1[CH:7]=[CH:6][C:5]([C:8](=[O:10])[CH3:9])=[C:4]([F:11])[CH:3]=1.S(Cl)([Cl:15])(=O)=O. (2) Given the product [CH2:31]([O:33][C:34](=[O:49])[CH2:35][CH2:36][CH2:37][CH2:38][CH2:39][CH2:40][N:41]1[C:45](=[O:46])[CH2:44][CH2:43][C@@H:42]1/[CH:47]=[CH:15]/[CH:16]([C:18]1[CH:23]=[CH:22][CH:21]=[C:20]([CH2:24][C:25]2[CH:26]=[CH:27][CH:28]=[CH:29][CH:30]=2)[CH:19]=1)[OH:17])[CH3:32], predict the reactants needed to synthesize it. The reactants are: [H-].[Na+].COCCOC.COP([CH2:15][C:16]([C:18]1[CH:23]=[CH:22][CH:21]=[C:20]([CH2:24][C:25]2[CH:30]=[CH:29][CH:28]=[CH:27][CH:26]=2)[CH:19]=1)=[O:17])(=O)OC.[CH2:31]([O:33][C:34](=[O:49])[CH2:35][CH2:36][CH2:37][CH2:38][CH2:39][CH2:40][N:41]1[C:45](=[O:46])[CH2:44][CH2:43][C@@H:42]1[CH:47]=O)[CH3:32]. (3) Given the product [Br:1][C:2]1[CH:10]=[C:9]2[C:5]([C:6]([CH:7]=[O:15])=[N:11][NH:8]2)=[CH:4][CH:3]=1, predict the reactants needed to synthesize it. The reactants are: [Br:1][C:2]1[CH:10]=[C:9]2[C:5]([CH:6]=[CH:7][NH:8]2)=[CH:4][CH:3]=1.[N:11]([O-])=O.[Na+].[OH2:15]. (4) Given the product [Br:1][C:2]1[CH:3]=[CH:4][C:5]([C:8]2[CH:9]=[N:10][N:11]3[C:26](=[O:27])[CH:25]=[C:24]([C:21]4[CH:22]=[CH:23][C:15]5[O:14][CH2:19][CH2:18][O:17][C:16]=5[CH:20]=4)[NH:13][C:12]=23)=[CH:6][CH:7]=1, predict the reactants needed to synthesize it. The reactants are: [Br:1][C:2]1[CH:7]=[CH:6][C:5]([C:8]2[CH:9]=[N:10][NH:11][C:12]=2[NH2:13])=[CH:4][CH:3]=1.[O:14]1[CH2:19][CH2:18][O:17][C:16]2[CH:20]=[C:21]([C:24](=O)[CH2:25][C:26](OCC)=[O:27])[CH:22]=[CH:23][C:15]1=2. (5) Given the product [C:11]1([C:17]2[CH:18]=[CH:19][CH:20]=[CH:21][CH:22]=2)[CH:16]=[CH:15][CH:14]=[CH:13][CH:12]=1, predict the reactants needed to synthesize it. The reactants are: C1C2C(=CC=CC=2)CCC1.[C:11]1([C:17]2[CH:22]=[CH:21][CH:20]=[CH:19][C:18]=2S)[CH:16]=[CH:15][CH:14]=[CH:13][CH:12]=1. (6) Given the product [C:45]([O:49][C:50](=[O:66])[NH:51][CH2:52][CH2:53][N:54]1[CH:58]=[C:57]([C:59]2[CH:64]=[CH:63][CH:62]=[C:61]([NH:65][C:2]([N:26]3[C@@H:27]4[CH2:32][N:31]([CH2:30][CH2:29][CH2:28]4)[C:24]4[CH:23]=[CH:22][C:21]([C:17]5[CH:18]=[CH:19][CH:20]=[C:15]([C:14]([F:34])([F:13])[F:35])[CH:16]=5)=[N:33][C:25]3=4)=[O:4])[CH:60]=2)[N:56]=[N:55]1)([CH3:48])([CH3:46])[CH3:47], predict the reactants needed to synthesize it. The reactants are: Cl[C:2](Cl)([O:4]C(=O)OC(Cl)(Cl)Cl)Cl.[F:13][C:14]([F:35])([F:34])[C:15]1[CH:16]=[C:17]([C:21]2[CH:22]=[CH:23][C:24]3[N:31]4[CH2:32][C@H:27]([CH2:28][CH2:29][CH2:30]4)[NH:26][C:25]=3[N:33]=2)[CH:18]=[CH:19][CH:20]=1.C(N(CC)C(C)C)(C)C.[C:45]([O:49][C:50](=[O:66])[NH:51][CH2:52][CH2:53][N:54]1[CH:58]=[C:57]([C:59]2[CH:64]=[CH:63][CH:62]=[C:61]([NH2:65])[CH:60]=2)[N:56]=[N:55]1)([CH3:48])([CH3:47])[CH3:46]. (7) Given the product [CH3:25][N:26]1[C:28]([C:4]2[CH:18]=[CH:17][C:19]([O:22][CH2:9][C@H:8]3[O:14][C:5]45[CH:15]=[CH:16][CH:17]=[CH:18][C:4]4=[N:3][CH2:2][N:6]5[CH2:7]3)=[CH:15][CH:5]=2)=[CH:8][CH:7]=[N:6]1, predict the reactants needed to synthesize it. The reactants are: Cl[C:2]1[N:6]([CH2:7][CH:8]([OH:14])[CH2:9]C(C)(C)C)[C:5]2[CH:15]=[CH:16][CH:17]=[CH:18][C:4]=2[N:3]=1.[C:19](=[O:22])([O-])[O-].[Cs+].[Cs+].[CH3:25][N:26]([CH:28]=O)C. (8) Given the product [CH3:1][O:2][C:3]1[CH:4]=[CH:5][C:6]([CH2:9][C:10]([NH:22][C:21]2[CH:20]=[CH:19][S:18][C:17]=2[C:15]([O:14][CH3:13])=[O:16])=[O:12])=[CH:7][CH:8]=1, predict the reactants needed to synthesize it. The reactants are: [CH3:1][O:2][C:3]1[CH:8]=[CH:7][C:6]([CH2:9][C:10]([OH:12])=O)=[CH:5][CH:4]=1.[CH3:13][O:14][C:15]([C:17]1[S:18][CH:19]=[CH:20][C:21]=1[NH2:22])=[O:16].